Predict the reaction yield, written as a fraction of the theoretical maximum amount of product (1.0 means a 100% yield; for example, 0.34 means a 34% yield). From a dataset of Reaction yield outcomes from USPTO patents with 853,638 reactions. (1) The product is [O:13]1[CH2:14][C@@H:12]1[CH2:11][O:10][C@@H:8]([C:3]1[CH:4]=[CH:5][CH:6]=[CH:7][C:2]=1/[CH:19]=[CH:18]/[CH2:17][CH2:16][C:15]([O:21][CH2:22][CH3:23])=[O:20])[CH3:9]. The reactants are Br[C:2]1[CH:7]=[CH:6][CH:5]=[CH:4][C:3]=1[C@H:8]([O:10][CH2:11][C@H:12]1[CH2:14][O:13]1)[CH3:9].[C:15]([O:21][CH2:22][CH3:23])(=[O:20])[CH2:16][CH2:17][CH:18]=[CH2:19]. The yield is 0.820. No catalyst specified. (2) The reactants are [N:1]([C@@H:4]1[CH2:9][CH2:8][O:7][C@@H:6]([C:10]2[CH:11]=[C:12]([CH:17]=[CH:18][CH:19]=2)[C:13]([O:15][CH3:16])=[O:14])[CH2:5]1)=[N+]=[N-].CO. The yield is 0.940. The catalyst is [Ni].O. The product is [NH2:1][C@@H:4]1[CH2:9][CH2:8][O:7][C@@H:6]([C:10]2[CH:11]=[C:12]([CH:17]=[CH:18][CH:19]=2)[C:13]([O:15][CH3:16])=[O:14])[CH2:5]1. (3) The reactants are Br[C:2]1[CH:15]=[CH:14][C:5]([C:6]([C:8]2[CH:13]=[CH:12][CH:11]=[CH:10][CH:9]=2)=[O:7])=[CH:4][CH:3]=1.B1(B2OC(C)(C)C(C)(C)O2)OC(C)(C)C(C)(C)O1.C(Cl)Cl.[K].[C:38]1([S:44]([N:47]2[C:55]3[C:50](=[CH:51][C:52](Br)=[CH:53][CH:54]=3)[C:49]([CH2:57][CH2:58][NH:59][C:60]([O:62][C:63]([CH3:66])([CH3:65])[CH3:64])=[O:61])=[CH:48]2)(=[O:46])=[O:45])[CH:43]=[CH:42][CH:41]=[CH:40][CH:39]=1.C(=O)([O-])[O-].[Cs+].[Cs+]. The product is [C:38]1([S:44]([N:47]2[C:55]3[C:50](=[CH:51][C:52]([C:2]4[CH:15]=[CH:14][C:5]([C:6]([C:8]5[CH:13]=[CH:12][CH:11]=[CH:10][CH:9]=5)=[O:7])=[CH:4][CH:3]=4)=[CH:53][CH:54]=3)[C:49]([CH2:57][CH2:58][NH:59][C:60]([O:62][C:63]([CH3:66])([CH3:65])[CH3:64])=[O:61])=[CH:48]2)(=[O:46])=[O:45])[CH:39]=[CH:40][CH:41]=[CH:42][CH:43]=1. The catalyst is CN(C)C=O.O.C(=O)(O)[O-].[Na+].C1C=CC(P(C2C=CC=CC=2)[C-]2C=CC=C2)=CC=1.C1C=CC(P(C2C=CC=CC=2)[C-]2C=CC=C2)=CC=1.Cl[Pd]Cl.[Fe+2].C(O)(=O)C. The yield is 0.450. (4) The reactants are [F:1][CH:2]([F:39])[C:3]1[N:7]([C:8]2[N:13]=[C:12]([N:14]3[CH2:19][CH2:18][O:17][CH2:16][CH2:15]3)[N:11]=[C:10]([N:20]([CH:27]3[CH2:32][CH2:31][NH:30][CH2:29][CH2:28]3)[CH2:21][CH2:22][CH2:23][N:24]([CH3:26])[CH3:25])[N:9]=2)[C:6]2[CH:33]=[CH:34][CH:35]=[C:36]([O:37][CH3:38])[C:5]=2[N:4]=1.[Cl:40][CH2:41][S:42](Cl)(=[O:44])=[O:43].C([O-])([O-])=O.[K+].[K+].Cl. The product is [ClH:40].[Cl:40][CH2:41][S:42]([N:30]1[CH2:31][CH2:32][CH:27]([N:20]([C:10]2[N:9]=[C:8]([N:7]3[C:6]4[CH:33]=[CH:34][CH:35]=[C:36]([O:37][CH3:38])[C:5]=4[N:4]=[C:3]3[CH:2]([F:1])[F:39])[N:13]=[C:12]([N:14]3[CH2:15][CH2:16][O:17][CH2:18][CH2:19]3)[N:11]=2)[CH2:21][CH2:22][CH2:23][N:24]([CH3:25])[CH3:26])[CH2:28][CH2:29]1)(=[O:44])=[O:43]. The yield is 0.440. The catalyst is C(Cl)Cl.CO. (5) The reactants are C(O[C:4]([C:6]1[N:7]=[N:8][N:9]([CH2:11][C:12]2[CH:17]=[CH:16][CH:15]=[CH:14][C:13]=2[Cl:18])[CH:10]=1)=[O:5])C.[CH2:19]([NH:26][CH3:27])[C:20]1[CH:25]=[CH:24][CH:23]=[CH:22][CH:21]=1.[C-]#N.[Na+].O. The catalyst is CCO. The product is [CH2:19]([N:26]([CH3:27])[C:4]([C:6]1[N:7]=[N:8][N:9]([CH2:11][C:12]2[CH:17]=[CH:16][CH:15]=[CH:14][C:13]=2[Cl:18])[CH:10]=1)=[O:5])[C:20]1[CH:25]=[CH:24][CH:23]=[CH:22][CH:21]=1. The yield is 0.590. (6) The reactants are C[O:2][C:3]1[CH:4]=[C:5]2[C:10](=[CH:11][CH:12]=1)[C:9]([O:13][C:14]1[CH:19]=[CH:18][C:17]([O:20][CH2:21][CH2:22][N:23]3[CH2:28][CH2:27][CH2:26][CH2:25][CH2:24]3)=[CH:16][CH:15]=1)=[C:8]([C:29]1[CH:34]=[CH:33][C:32]([S:35]([N:38]([CH3:40])[CH3:39])(=[O:37])=[O:36])=[CH:31][CH:30]=1)[CH:7]=[CH:6]2.[ClH:41].C(OCC)C.B(Br)(Br)Br. The catalyst is ClCCl. The product is [ClH:41].[OH:2][C:3]1[CH:4]=[C:5]2[C:10](=[CH:11][CH:12]=1)[C:9]([O:13][C:14]1[CH:19]=[CH:18][C:17]([O:20][CH2:21][CH2:22][N:23]3[CH2:24][CH2:25][CH2:26][CH2:27][CH2:28]3)=[CH:16][CH:15]=1)=[C:8]([C:29]1[CH:30]=[CH:31][C:32]([S:35]([N:38]([CH3:40])[CH3:39])(=[O:36])=[O:37])=[CH:33][CH:34]=1)[CH:7]=[CH:6]2. The yield is 0.770. (7) The reactants are Cl.Cl.[NH2:3][CH2:4][C@@:5]1([OH:13])[CH:10]2[CH2:11][CH2:12][N:7]([CH2:8][CH2:9]2)[CH2:6]1.C([O-])([O-])=O.[Cs+].[Cs+].[N:20]([C:23]1[CH:28]=[N:27][C:26]([S:29][CH3:30])=[CH:25][N:24]=1)=[C:21]=S.C(N=C=NC(C)C)(C)C. The catalyst is CN(C)C=O. The product is [CH3:30][S:29][C:26]1[N:27]=[CH:28][C:23]([NH:20][C:21]2[O:13][C@:5]3([CH2:4][N:3]=2)[CH:10]2[CH2:9][CH2:8][N:7]([CH2:12][CH2:11]2)[CH2:6]3)=[N:24][CH:25]=1. The yield is 0.160. (8) The reactants are [CH3:1][O:2][CH2:3][C:4]1([C:16]([N:18]2[CH2:27][CH2:26][C:25]3[N:24]=[CH:23][C:22]([C:28]([F:31])([F:30])[F:29])=[CH:21][C:20]=3[CH2:19]2)=[O:17])[CH2:8][CH2:7][N:6](C(OC(C)(C)C)=O)[CH2:5]1.[C:32]([OH:38])([C:34]([F:37])([F:36])[F:35])=[O:33]. The catalyst is C(Cl)Cl. The product is [F:35][C:34]([F:37])([F:36])[C:32]([OH:38])=[O:33].[CH3:1][O:2][CH2:3][C:4]1([C:16]([N:18]2[CH2:27][CH2:26][C:25]3[N:24]=[CH:23][C:22]([C:28]([F:30])([F:29])[F:31])=[CH:21][C:20]=3[CH2:19]2)=[O:17])[CH2:8][CH2:7][NH:6][CH2:5]1. The yield is 1.00.